Predict the product of the given reaction. From a dataset of Forward reaction prediction with 1.9M reactions from USPTO patents (1976-2016). (1) The product is: [ClH:40].[O:33]1[C:32]2[CH:37]=[CH:38][C:29]([CH2:28][NH:7][CH:8]3[CH2:13][CH2:12][N:11]([CH2:14][CH2:15][N:16]4[C:25]5[C:20](=[C:21]([NH2:26])[CH:22]=[CH:23][CH:24]=5)[CH:19]=[CH:18][C:17]4=[O:27])[CH2:10][CH2:9]3)=[CH:30][C:31]=2[O:36][CH2:35][CH2:34]1. Given the reactants C(OC(=O)[N:7]([CH2:28][C:29]1[CH:38]=[CH:37][C:32]2[O:33][CH2:34][CH2:35][O:36][C:31]=2[CH:30]=1)[CH:8]1[CH2:13][CH2:12][N:11]([CH2:14][CH2:15][N:16]2[C:25]3[C:20](=[C:21]([NH2:26])[CH:22]=[CH:23][CH:24]=3)[CH:19]=[CH:18][C:17]2=[O:27])[CH2:10][CH2:9]1)(C)(C)C.[ClH:40].O1CCOCC1, predict the reaction product. (2) The product is: [NH2:1][C:2]1[C:7]([C:8]#[N:9])=[C:6]([O:10][CH2:11][CH3:12])[N:5]=[C:4]([C:13]([NH:43][CH2:42][C:41]2[CH:44]=[CH:45][CH:46]=[C:39]([CH3:38])[CH:40]=2)=[O:15])[CH:3]=1. Given the reactants [NH2:1][C:2]1[C:7]([C:8]#[N:9])=[C:6]([O:10][CH2:11][CH3:12])[N:5]=[C:4]([C:13]([OH:15])=O)[CH:3]=1.CN(C(ON1N=NC2C=CC=CC1=2)=[N+](C)C)C.[B-](F)(F)(F)F.[CH3:38][C:39]1[CH:40]=[C:41]([CH:44]=[CH:45][CH:46]=1)[CH2:42][NH2:43], predict the reaction product. (3) Given the reactants [S:1]1[CH:5]=[CH:4][C:3]([C:6](Cl)=[O:7])=[N:2]1.[NH2:9][C:10]1[CH:15]=[CH:14][CH:13]=[CH:12][CH:11]=1.C(OCC)C.C(Cl)Cl, predict the reaction product. The product is: [C:10]1([NH:9][C:6]([C:3]2[CH:4]=[CH:5][S:1][N:2]=2)=[O:7])[CH:15]=[CH:14][CH:13]=[CH:12][CH:11]=1. (4) Given the reactants [CH3:1][N:2]1[CH:6]=[C:5]([C:7]2[N:15]=[CH:14][C:13]3[N:12](COCC[Si](C)(C)C)[C:11]4[N:24]=[CH:25][CH:26]=[C:27]([O:28][C@@H:29]5[CH2:34][CH2:33][CH2:32][N:31](C(OC(C)(C)C)=O)[CH2:30]5)[C:10]=4[C:9]=3[CH:8]=2)[CH:4]=[N:3]1.Br.[OH-].[Na+].Cl, predict the reaction product. The product is: [NH:31]1[CH2:32][CH2:33][CH2:34][C@@H:29]([O:28][C:27]2[C:10]3[C:9]4[CH:8]=[C:7]([C:5]5[CH:4]=[N:3][N:2]([CH3:1])[CH:6]=5)[N:15]=[CH:14][C:13]=4[NH:12][C:11]=3[N:24]=[CH:25][CH:26]=2)[CH2:30]1. (5) Given the reactants [NH2:1][C:2]1[S:3][C:4]2[C:10]([C:11]3[CH:16]=[CH:15][C:14]([Cl:17])=[CH:13][CH:12]=3)=[C:9]([C@H:18]([O:22][C:23]([CH3:26])([CH3:25])[CH3:24])[C:19]([OH:21])=[O:20])[C:8]([CH3:27])=[CH:7][C:5]=2[N:6]=1.OS(O)(=O)=O.[CH3:33]COC(C)=O.C([O-])(O)=O.[Na+], predict the reaction product. The product is: [NH2:1][C:2]1[S:3][C:4]2[C:10]([C:11]3[CH:16]=[CH:15][C:14]([Cl:17])=[CH:13][CH:12]=3)=[C:9]([C@H:18]([O:22][C:23]([CH3:24])([CH3:26])[CH3:25])[C:19]([O:21][CH3:33])=[O:20])[C:8]([CH3:27])=[CH:7][C:5]=2[N:6]=1. (6) Given the reactants [CH3:1][O:2][C:3](=[O:30])[C:4]1[CH:9]=[CH:8][C:7]([O:10][CH2:11][CH:12]=[CH2:13])=[C:6]([N:14]([CH2:27][CH:28]=[CH2:29])[S:15]([C:18]2[CH:23]=[C:22]([Cl:24])[CH:21]=[CH:20][C:19]=2[O:25][CH3:26])(=[O:17])=[O:16])[CH:5]=1, predict the reaction product. The product is: [CH3:1][O:2][C:3](=[O:30])[C:4]1[CH:9]=[CH:8][C:7]([O:10][CH:11]=[CH:12][CH3:13])=[C:6]([N:14]([S:15]([C:18]2[CH:23]=[C:22]([Cl:24])[CH:21]=[CH:20][C:19]=2[O:25][CH3:26])(=[O:17])=[O:16])[CH:27]=[CH:28][CH3:29])[CH:5]=1.